Dataset: Reaction yield outcomes from USPTO patents with 853,638 reactions. Task: Predict the reaction yield, written as a fraction of the theoretical maximum amount of product (1.0 means a 100% yield; for example, 0.34 means a 34% yield). (1) The reactants are [CH:1]1([C:4]2[CH:10]=[CH:9][CH:8]=[C:7]([CH3:11])[C:5]=2[O-:6])[CH2:3][CH2:2]1.[Na+].C(C(CCCC)CO)C.[OH:22][C:23]1[CH:28]=[C:27]([Cl:29])[N:26]=[N:25][C:24]=1Cl.C1(C2C=CC=C(C)C=2O)CC1. The catalyst is C1(C)C=CC=CC=1.O. The product is [Cl:29][C:27]1[N:26]=[N:25][C:24]([O:6][C:5]2[C:7]([CH3:11])=[CH:8][CH:9]=[CH:10][C:4]=2[CH:1]2[CH2:3][CH2:2]2)=[C:23]([OH:22])[CH:28]=1. The yield is 0.690. (2) The reactants are Cl.[NH:2]([C:4]1[CH:9]=[C:8]([C:10]#[N:11])[CH:7]=[CH:6][N:5]=1)[NH2:3].CN(C)/[CH:14]=[CH:15]/[C:16]([C:18]1[CH:23]=[CH:22][C:21]([S:24]([CH3:27])(=[O:26])=[O:25])=[CH:20][CH:19]=1)=O. No catalyst specified. The product is [CH3:27][S:24]([C:21]1[CH:22]=[CH:23][C:18]([C:16]2[N:2]([C:4]3[CH:9]=[C:8]([C:10]#[N:11])[CH:7]=[CH:6][N:5]=3)[N:3]=[CH:14][CH:15]=2)=[CH:19][CH:20]=1)(=[O:25])=[O:26]. The yield is 1.00. (3) The reactants are [S:1]1[CH:5]=[CH:4][C:3](B(O)O)=[CH:2]1.[Cl:9][C:10]1[N:15]=[C:14](Cl)[CH:13]=[CH:12][N:11]=1.C([O-])([O-])=O.[Na+].[Na+]. The catalyst is C(#N)C.C1C=CC([P]([Pd]([P](C2C=CC=CC=2)(C2C=CC=CC=2)C2C=CC=CC=2)([P](C2C=CC=CC=2)(C2C=CC=CC=2)C2C=CC=CC=2)[P](C2C=CC=CC=2)(C2C=CC=CC=2)C2C=CC=CC=2)(C2C=CC=CC=2)C2C=CC=CC=2)=CC=1. The product is [Cl:9][C:10]1[N:15]=[C:14]([C:3]2[CH:4]=[CH:5][S:1][CH:2]=2)[CH:13]=[CH:12][N:11]=1. The yield is 0.880.